This data is from Reaction yield outcomes from USPTO patents with 853,638 reactions. The task is: Predict the reaction yield, written as a fraction of the theoretical maximum amount of product (1.0 means a 100% yield; for example, 0.34 means a 34% yield). (1) The reactants are [F:1][C:2]([F:15])([F:14])[C:3]1[CH:12]=[C:11]2[C:6]([CH2:7][CH2:8][NH:9][C:10]2=[O:13])=[CH:5][CH:4]=1.[CH:16]1([C:19]2[CH:24]=[CH:23][N:22]=[CH:21][C:20]=2I)[CH2:18][CH2:17]1.O1CCOCC1.P([O-])([O-])([O-])=O.[K+].[K+].[K+]. The catalyst is C(Cl)(Cl)Cl.[Cu](I)I.CO. The product is [CH:16]1([C:19]2[CH:24]=[CH:23][N:22]=[CH:21][C:20]=2[N:9]2[CH2:8][CH2:7][C:6]3[C:11](=[CH:12][C:3]([C:2]([F:1])([F:14])[F:15])=[CH:4][CH:5]=3)[C:10]2=[O:13])[CH2:18][CH2:17]1. The yield is 0.129. (2) The reactants are [NH2:1][C:2]1[N:3]=[CH:4][C:5]([C:8]2[C:13]([F:14])=[CH:12][C:11]([C:15]3[C:16]([OH:21])=[CH:17][CH:18]=[CH:19][CH:20]=3)=[CH:10][CH:9]=2)=[N:6][CH:7]=1.CN(C=O)C.C([O-])([O-])=O.[Cs+].[Cs+].Br[CH2:34][C:35]([O:37][CH3:38])=[O:36]. The yield is 0.720. The catalyst is O. The product is [NH2:1][C:2]1[N:3]=[CH:4][C:5]([C:8]2[CH:9]=[CH:10][C:11]([C:15]3[CH:20]=[CH:19][CH:18]=[CH:17][C:16]=3[O:21][CH2:34][C:35]([O:37][CH3:38])=[O:36])=[CH:12][C:13]=2[F:14])=[N:6][CH:7]=1. (3) The reactants are C(O[C:5](=[O:11])[C@H:6]([CH:8]([CH3:10])[CH3:9])[NH2:7])C=C.[CH2:12]1[CH2:18][S:15](=[O:17])(=[O:16])[O:14][CH2:13]1.O1C[CH2:22][CH2:21][CH2:20]1. The catalyst is O1CCOCC1.CO. The product is [CH:8]([C@H:6]([NH:7][CH2:13][CH2:12][CH2:18][S:15]([OH:14])(=[O:17])=[O:16])[C:5](=[O:11])[CH2:22][CH:21]=[CH2:20])([CH3:9])[CH3:10]. The yield is 0.260. (4) The reactants are [CH3:1][C@@H:2]1[C@:7]([CH3:22])([C:8]2[CH:13]=[CH:12][CH:11]=[C:10](OS(C(F)(F)F)(=O)=O)[CH:9]=2)[CH2:6][CH2:5][N:4]([C:23]([O:25][C:26]([CH3:29])([CH3:28])[CH3:27])=[O:24])[CH2:3]1.C(N(CC)CC)C. The catalyst is CO.CS(C)=O.C([O-])(=O)C.[Pd+2].C([O-])(=O)C.C1(P(C2C=CC=CC=2)[C-]2C=CC=C2)C=CC=CC=1.[C-]1(P(C2C=CC=CC=2)C2C=CC=CC=2)C=CC=C1.[Fe+2]. The product is [CH3:26][O:25][C:23]([C:10]1[CH:9]=[C:8]([C@:7]2([CH3:22])[CH2:6][CH2:5][N:4]([C:23]([O:25][C:26]([CH3:29])([CH3:28])[CH3:27])=[O:24])[CH2:3][C@@H:2]2[CH3:1])[CH:13]=[CH:12][CH:11]=1)=[O:24]. The yield is 0.750. (5) The reactants are [CH3:1][NH:2][CH2:3][CH2:4][OH:5].[N+:6]([O-:9])([OH:8])=[O:7].CC(OC(C)=O)=O. The catalyst is CCOC(C)=O.CCCCCC. The product is [N+:6]([O-:9])([O-:8])=[O:7].[CH3:1][NH2+:2][CH2:3][CH2:4][O:5][N+:6]([O-:8])=[O:7]. The yield is 0.820.